From a dataset of Forward reaction prediction with 1.9M reactions from USPTO patents (1976-2016). Predict the product of the given reaction. (1) The product is: [Si:17]([O:24][C@H:25]1[CH2:34][C:33]([CH3:35])([CH3:36])[CH2:32][C:31]2[N:30]=[C:29]([CH:37]([CH3:38])[CH3:39])[C:28]([C@H:40]([C:7]3[CH:12]=[CH:11][C:10]([C:13]([F:16])([F:15])[F:14])=[CH:9][N:8]=3)[OH:41])=[C:27]([I:42])[C:26]1=2)([C:20]([CH3:21])([CH3:22])[CH3:23])([CH3:19])[CH3:18]. Given the reactants C([Li])CCC.Br[C:7]1[CH:12]=[CH:11][C:10]([C:13]([F:16])([F:15])[F:14])=[CH:9][N:8]=1.[Si:17]([O:24][C@H:25]1[CH2:34][C:33]([CH3:36])([CH3:35])[CH2:32][C:31]2[N:30]=[C:29]([CH:37]([CH3:39])[CH3:38])[C:28]([CH:40]=[O:41])=[C:27]([I:42])[C:26]1=2)([C:20]([CH3:23])([CH3:22])[CH3:21])([CH3:19])[CH3:18], predict the reaction product. (2) Given the reactants [C:1]([C:5]1[N:10]=[C:9]([N:11]2[CH2:16][CH2:15][N:14]([CH2:17][CH2:18][CH2:19][CH2:20][NH2:21])[CH2:13][CH2:12]2)[CH:8]=[C:7]([C:22]([F:25])([F:24])[F:23])[N:6]=1)([CH3:4])([CH3:3])[CH3:2].C1N=CN(C(N2C=NC=C2)=O)C=1.[CH3:38][N:39]1[CH2:44][CH2:43][NH:42][CH2:41][CH2:40]1.C(Cl)(Cl)Cl.[CH3:49][OH:50], predict the reaction product. The product is: [C:1]([C:5]1[N:10]=[C:9]([N:11]2[CH2:16][CH2:15][N:14]([CH2:17][CH2:18][CH2:19][CH2:20][NH:21][C:49]([N:42]3[CH2:43][CH2:44][N:39]([CH3:38])[CH2:40][CH2:41]3)=[O:50])[CH2:13][CH2:12]2)[CH:8]=[C:7]([C:22]([F:24])([F:25])[F:23])[N:6]=1)([CH3:4])([CH3:2])[CH3:3]. (3) The product is: [F:18][C:19]1[CH:24]=[CH:23][C:22]([C:25]([F:28])([F:27])[F:26])=[CH:21][C:20]=1[NH:29][C:30]([NH:1][C:2]1[CH:7]=[CH:6][CH:5]=[C:4]([C:8]2[CH:17]=[CH:16][CH:15]=[C:14]3[C:9]=2[CH:10]=[CH:11][N:12]=[CH:13]3)[CH:3]=1)=[O:31]. Given the reactants [NH2:1][C:2]1[CH:3]=[C:4]([C:8]2[CH:17]=[CH:16][CH:15]=[C:14]3[C:9]=2[CH:10]=[CH:11][N:12]=[CH:13]3)[CH:5]=[CH:6][CH:7]=1.[F:18][C:19]1[CH:24]=[CH:23][C:22]([C:25]([F:28])([F:27])[F:26])=[CH:21][C:20]=1[N:29]=[C:30]=[O:31], predict the reaction product. (4) Given the reactants C(N1C=CN=C1)(N1C=CN=C1)=O.[CH:13]1([C@@:19]([OH:29])([C:23]2[CH:28]=[CH:27][CH:26]=[CH:25][CH:24]=2)[C:20](O)=[O:21])[CH2:18][CH2:17][CH2:16][CH2:15][CH2:14]1.[BH4-].[Na+], predict the reaction product. The product is: [CH:23]1([C@:19]([C:13]2[CH:14]=[CH:15][CH:16]=[CH:17][CH:18]=2)([OH:29])[CH2:20][OH:21])[CH2:28][CH2:27][CH2:26][CH2:25][CH2:24]1. (5) Given the reactants CO[CH2:3][C:4]1[C:9]([CH3:10])=[CH:8][CH:7]=[CH:6][C:5]=1[N:11]1[C:15](=[O:16])[N:14]([CH3:17])[N:13]=[N:12]1.[BrH:18].C(O)(=O)C, predict the reaction product. The product is: [Br:18][CH2:3][C:4]1[C:9]([CH3:10])=[CH:8][CH:7]=[CH:6][C:5]=1[N:11]1[C:15](=[O:16])[N:14]([CH3:17])[N:13]=[N:12]1. (6) The product is: [CH3:10][O:9][C:6]1[N:7]=[CH:8][C:3]([N:1]2[C:17]([C:13]3[N:12]=[N:11][CH:16]=[CH:15][CH:14]=3)=[CH:18][C:19]([C:20]([O:22][CH3:23])=[O:21])=[N:2]2)=[CH:4][CH:5]=1. Given the reactants [NH:1]([C:3]1[CH:4]=[CH:5][C:6]([O:9][CH3:10])=[N:7][CH:8]=1)[NH2:2].[N:11]1[CH:16]=[CH:15][CH:14]=[C:13]([C:17](=O)[CH2:18][C:19](=O)[C:20]([O:22][CH3:23])=[O:21])[N:12]=1, predict the reaction product.